From a dataset of Full USPTO retrosynthesis dataset with 1.9M reactions from patents (1976-2016). Predict the reactants needed to synthesize the given product. (1) Given the product [CH:16]1([CH2:18][CH2:17][O:20][CH:21]([O:1][C:2]2[CH:9]=[CH:8][C:5]([CH:6]=[CH2:7])=[CH:4][CH:3]=2)[CH3:22])[CH2:15][CH2:4][CH2:3][CH2:2][CH2:9]1.[OH:1][C:2]1[CH:9]=[CH:8][C:5]([CH:6]=[CH2:7])=[CH:4][CH:3]=1, predict the reactants needed to synthesize it. The reactants are: [OH:1][C:2]1[CH:9]=[CH:8][C:5]([CH:6]=[CH2:7])=[CH:4][CH:3]=1.C(N([CH2:15][CH3:16])CC)C.[C:17]([O:20][CH2:21][CH3:22])(=O)[CH3:18]. (2) Given the product [NH2:38][C@@H:34]([CH:35]([CH3:37])[CH3:36])[C:33]([NH:32][CH2:31][C@@H:27]1[C@H:26]([S:25][C:7]2[C@H:6]([CH3:53])[C@H:5]3[N:9]([C:10](=[O:11])[C@@H:4]3[C@H:2]([OH:1])[CH3:3])[C:8]=2[C:12]([OH:14])=[O:13])[CH2:30][CH2:29][O:28]1)=[O:52], predict the reactants needed to synthesize it. The reactants are: [OH:1][C@@H:2]([C@H:4]1[C:10](=[O:11])[N:9]2[C@@H:5]1[C@@H:6]([CH3:53])[C:7]([S:25][C@@H:26]1[CH2:30][CH2:29][O:28][C@@H:27]1[CH2:31][NH:32][C:33](=[O:52])[C@@H:34]([NH:38]C(OCC1C=CC([N+]([O-])=O)=CC=1)=O)[CH:35]([CH3:37])[CH3:36])=[C:8]2[C:12]([O:14]CC1C=CC([N+]([O-])=O)=CC=1)=[O:13])[CH3:3].C(O)CCC. (3) The reactants are: [CH3:1][O:2][C:3]1[CH:8]=[CH:7][C:6]([C:9]([CH2:11][C:12]2[CH:17]=[CH:16][CH:15]=[CH:14][CH:13]=2)=O)=[CH:5][CH:4]=1.Cl.[NH2:19][OH:20]. Given the product [CH3:1][O:2][C:3]1[CH:8]=[CH:7][C:6]([C:9](=[N:19][OH:20])[CH2:11][C:12]2[CH:17]=[CH:16][CH:15]=[CH:14][CH:13]=2)=[CH:5][CH:4]=1, predict the reactants needed to synthesize it. (4) Given the product [C:1]1([C:17]2[CH:18]=[CH:19][CH:20]=[CH:21][CH:22]=2)[CH:6]=[CH:5][C:4]([CH:7]([CH2:11][CH:12]2[CH2:13][CH2:14][CH2:15][CH2:16]2)[C:8]([NH:57][C:58]2[S:59][CH:60]=[CH:61][N:62]=2)=[O:9])=[CH:3][CH:2]=1, predict the reactants needed to synthesize it. The reactants are: [C:1]1([C:17]2[CH:22]=[CH:21][CH:20]=[CH:19][CH:18]=2)[CH:6]=[CH:5][C:4]([CH:7]([CH2:11][CH:12]2[CH2:16][CH2:15][CH2:14][CH2:13]2)[C:8](O)=[O:9])=[CH:3][CH:2]=1.F[P-](F)(F)(F)(F)F.N1(O[P+](N(C)C)(N(C)C)N(C)C)C2C=CC=CC=2N=N1.C(N(CC)CC)C.[NH2:57][C:58]1[S:59][CH:60]=[CH:61][N:62]=1. (5) The reactants are: [C:1]1([CH2:7][C:8]([C:10]2[CH:19]=[C:18]3[C:13]([C:14](=[O:25])[N:15]4[CH2:24][CH2:23][CH2:22][CH2:21][CH2:20][C:16]4=[N:17]3)=[CH:12][CH:11]=2)=[O:9])[CH:6]=[CH:5][CH:4]=[CH:3][CH:2]=1.[BH4-].[Na+]. Given the product [OH:9][CH:8]([C:10]1[CH:19]=[C:18]2[C:13]([C:14](=[O:25])[N:15]3[CH2:24][CH2:23][CH2:22][CH2:21][CH2:20][C:16]3=[N:17]2)=[CH:12][CH:11]=1)[CH2:7][C:1]1[CH:2]=[CH:3][CH:4]=[CH:5][CH:6]=1, predict the reactants needed to synthesize it. (6) Given the product [CH:42]1([NH:46][C:2]2[N:11]=[C:10]([NH:12][CH2:13][C:14]3[CH:19]=[CH:18][C:17]([NH:20][C:21]([CH:23]4[CH2:28][CH2:27][N:26]([CH2:29][C:30]5[CH:31]=[CH:32][C:33]([F:36])=[CH:34][CH:35]=5)[CH2:25][CH2:24]4)=[O:22])=[CH:16][CH:15]=3)[C:9]3[C:4](=[CH:5][CH:6]=[C:7]([C:37]([F:38])([F:40])[F:39])[CH:8]=3)[N:3]=2)[CH2:45][CH2:44][CH2:43]1, predict the reactants needed to synthesize it. The reactants are: Cl[C:2]1[N:11]=[C:10]([NH:12][CH2:13][C:14]2[CH:19]=[CH:18][C:17]([NH:20][C:21]([CH:23]3[CH2:28][CH2:27][N:26]([CH2:29][C:30]4[CH:35]=[CH:34][C:33]([F:36])=[CH:32][CH:31]=4)[CH2:25][CH2:24]3)=[O:22])=[CH:16][CH:15]=2)[C:9]2[C:4](=[CH:5][CH:6]=[C:7]([C:37]([F:40])([F:39])[F:38])[CH:8]=2)[N:3]=1.Cl.[CH:42]1([NH2:46])[CH2:45][CH2:44][CH2:43]1.